Dataset: Forward reaction prediction with 1.9M reactions from USPTO patents (1976-2016). Task: Predict the product of the given reaction. Given the reactants [CH2:1]([O:3][C:4](=[O:18])/[C:5](/[O:15][CH2:16][CH3:17])=[CH:6]/[C:7]1[CH:12]=[CH:11][C:10]([OH:13])=[CH:9][C:8]=1[CH3:14])[CH3:2].Cl[CH2:20][C:21]1[N:22]=[C:23]([C:27]2[CH:32]=[CH:31][CH:30]=[CH:29][C:28]=2[F:33])[O:24][C:25]=1[CH3:26].C(=O)([O-])[O-].[Cs+].[Cs+].[I-].[K+], predict the reaction product. The product is: [CH2:1]([O:3][C:4](=[O:18])/[C:5](/[O:15][CH2:16][CH3:17])=[CH:6]/[C:7]1[CH:12]=[CH:11][C:10]([O:13][CH2:20][C:21]2[N:22]=[C:23]([C:27]3[CH:32]=[CH:31][CH:30]=[CH:29][C:28]=3[F:33])[O:24][C:25]=2[CH3:26])=[CH:9][C:8]=1[CH3:14])[CH3:2].